From a dataset of Reaction yield outcomes from USPTO patents with 853,638 reactions. Predict the reaction yield, written as a fraction of the theoretical maximum amount of product (1.0 means a 100% yield; for example, 0.34 means a 34% yield). (1) The yield is 0.780. The product is [I:8][C:7]1[C:2]([NH:10][CH3:9])=[N:3][CH:4]=[N:5][CH:6]=1. The reactants are Cl[C:2]1[C:7]([I:8])=[CH:6][N:5]=[CH:4][N:3]=1.[CH3:9][NH2:10]. No catalyst specified. (2) The yield is 0.300. The reactants are [CH3:1][C:2]1([CH3:12])[O:6][C:5](=[CH:7][C:8](Cl)=[O:9])[C:4](=[O:11])[O:3]1.[CH3:13][N:14]([CH3:27])[CH2:15][CH2:16][O:17][NH:18][CH2:19][C:20]1[CH:25]=[CH:24][C:23]([F:26])=[CH:22][CH:21]=1. The product is [CH3:13][N:14]([CH3:27])[CH2:15][CH2:16][O:17][N:18]([CH2:19][C:20]1[CH:21]=[CH:22][C:23]([F:26])=[CH:24][CH:25]=1)[C:8](=[O:9])[CH:7]=[C:5]1[C:4](=[O:11])[O:3][C:2]([CH3:12])([CH3:1])[O:6]1. No catalyst specified. (3) The reactants are [O:1]([CH2:8][C:9]1[CH:14]=[CH:13][C:12]([CH2:15][CH2:16][C:17]([C:19]2[O:20][C:21]([C:24]3[N:29]=[CH:28][C:27]([C:30]([O:32]C)=[O:31])=[CH:26][CH:25]=3)=[CH:22][N:23]=2)=[O:18])=[CH:11][CH:10]=1)[C:2]1[CH:7]=[CH:6][CH:5]=[CH:4][CH:3]=1.[Li+].[OH-].Cl. The catalyst is C1COCC1.O.CCOC(C)=O. The product is [O:1]([CH2:8][C:9]1[CH:10]=[CH:11][C:12]([CH2:15][CH2:16][C:17]([C:19]2[O:20][C:21]([C:24]3[N:29]=[CH:28][C:27]([C:30]([OH:32])=[O:31])=[CH:26][CH:25]=3)=[CH:22][N:23]=2)=[O:18])=[CH:13][CH:14]=1)[C:2]1[CH:7]=[CH:6][CH:5]=[CH:4][CH:3]=1. The yield is 0.790. (4) The product is [C:1]1([C:13]2[CH:14]=[CH:15][CH:16]=[CH:17][CH:18]=2)[CH:2]=[CH:3][C:4]([CH2:7][CH2:8][CH2:9][CH2:10][CH2:11][OH:12])=[CH:5][CH:6]=1. The reactants are [C:1]1([C:13]2[CH:18]=[CH:17][CH:16]=[CH:15][CH:14]=2)[CH:6]=[CH:5][C:4]([C:7]#[C:8][CH2:9][CH2:10][CH2:11][OH:12])=[CH:3][CH:2]=1. The catalyst is CO.[Pd]. The yield is 0.880.